Dataset: Full USPTO retrosynthesis dataset with 1.9M reactions from patents (1976-2016). Task: Predict the reactants needed to synthesize the given product. (1) Given the product [Cl:1][C:2]1[N:7]=[CH:6][C:5]([CH2:8][NH:16][CH2:17][CH2:18][OH:19])=[CH:4][CH:3]=1, predict the reactants needed to synthesize it. The reactants are: [Cl:1][C:2]1[N:7]=[CH:6][C:5]([CH:8]=O)=[CH:4][CH:3]=1.S([O-])([O-])(=O)=O.[Mg+2].[NH2:16][CH2:17][CH2:18][OH:19].C(O[BH-](OC(=O)C)OC(=O)C)(=O)C.[Na+].[Cl-].[Na+]. (2) Given the product [NH2:38][C:2]1[CH:3]=[C:4]2[C:9]3=[C:10]([CH2:12][CH2:13][CH2:14][N:8]3[CH2:7][C@@H:6]3[CH2:15][N:16]([C:18]([O:20][C:21]([CH3:24])([CH3:23])[CH3:22])=[O:19])[CH2:17][C@H:5]23)[CH:11]=1, predict the reactants needed to synthesize it. The reactants are: Br[C:2]1[CH:3]=[C:4]2[C:9]3=[C:10]([CH2:12][CH2:13][CH2:14][N:8]3[CH2:7][C@@H:6]3[CH2:15][N:16]([C:18]([O:20][C:21]([CH3:24])([CH3:23])[CH3:22])=[O:19])[CH2:17][C@H:5]23)[CH:11]=1.C(=[NH:38])(C1C=CC=CC=1)C1C=CC=CC=1.C1C=CC(P(C2C=CC3C(=CC=CC=3)C=2C2C3C(=CC=CC=3)C=CC=2P(C2C=CC=CC=2)C2C=CC=CC=2)C2C=CC=CC=2)=CC=1.CC(C)([O-])C.[Na+].CC([O-])=O.[Na+].Cl.NO.